This data is from Forward reaction prediction with 1.9M reactions from USPTO patents (1976-2016). The task is: Predict the product of the given reaction. The product is: [CH:20]1([CH2:19][N:11]([C@@H:9]2[CH2:10][C@H:8]2[C:5]2[CH:6]=[CH:7][C:2]([NH:1][C:36](=[O:37])[C:33]3[CH:34]=[CH:35][C:30]([CH3:39])=[CH:31][CH:32]=3)=[CH:3][CH:4]=2)[C:12](=[O:18])[O:13][C:14]([CH3:17])([CH3:16])[CH3:15])[CH2:22][CH2:21]1. Given the reactants [NH2:1][C:2]1[CH:7]=[CH:6][C:5]([C@@H:8]2[CH2:10][C@H:9]2[N:11]([CH2:19][CH:20]2[CH2:22][CH2:21]2)[C:12](=[O:18])[O:13][C:14]([CH3:17])([CH3:16])[CH3:15])=[CH:4][CH:3]=1.C(N(CC)CC)C.[C:30]1([CH3:39])[CH:35]=[CH:34][C:33]([C:36](Cl)=[O:37])=[CH:32][CH:31]=1.[Cl-].[NH4+], predict the reaction product.